From a dataset of Catalyst prediction with 721,799 reactions and 888 catalyst types from USPTO. Predict which catalyst facilitates the given reaction. (1) Reactant: [NH2:1][C:2]([CH3:25])([CH3:24])[C:3]([NH:5][C:6]1[S:7][C:8]([N:18]2[CH2:23][CH2:22][O:21][CH2:20][CH2:19]2)=[C:9]([C:11]2[CH:16]=[CH:15][C:14]([F:17])=[CH:13][CH:12]=2)[N:10]=1)=[O:4].[CH:26]1([CH2:31][C:32](Cl)=[O:33])[CH2:30][CH2:29][CH2:28][CH2:27]1.C(N(CC)CC)C. Product: [CH:26]1([CH2:31][C:32]([NH:1][C:2]([CH3:25])([CH3:24])[C:3]([NH:5][C:6]2[S:7][C:8]([N:18]3[CH2:23][CH2:22][O:21][CH2:20][CH2:19]3)=[C:9]([C:11]3[CH:16]=[CH:15][C:14]([F:17])=[CH:13][CH:12]=3)[N:10]=2)=[O:4])=[O:33])[CH2:30][CH2:29][CH2:28][CH2:27]1. The catalyst class is: 2. (2) Reactant: [N:1]1([C:23]([O:25][CH:26]2[CH:33]3[CH2:34][CH:29]4[CH2:30][CH:31]([CH2:35][CH:27]2[CH2:28]4)[CH2:32]3)=[O:24])[CH2:6][CH2:5][C:4]2([C:15]3[C:10](=[CH:11][CH:12]=[CH:13][CH:14]=3)[CH2:9][N:8](C(OC(C)(C)C)=O)[CH2:7]2)[CH2:3][CH2:2]1. Product: [N:1]1([C:23]([O:25][CH:26]2[CH:27]3[CH2:35][CH:31]4[CH2:30][CH:29]([CH2:34][CH:33]2[CH2:32]4)[CH2:28]3)=[O:24])[CH2:6][CH2:5][C:4]2([C:15]3[C:10](=[CH:11][CH:12]=[CH:13][CH:14]=3)[CH2:9][NH:8][CH2:7]2)[CH2:3][CH2:2]1. The catalyst class is: 137. (3) Reactant: C(OC(=O)[NH:7][CH2:8][CH2:9][C:10]1[CH:15]=[CH:14][C:13]([O:16][CH2:17][CH2:18][C:19]2[CH:24]=[CH:23][C:22]([O:25][CH2:26][C:27]3[CH:32]=[CH:31][CH:30]=[CH:29][CH:28]=3)=[C:21]([C@@H:33]([C:43]3[CH:48]=[CH:47][CH:46]=[CH:45][CH:44]=3)[CH2:34][CH2:35][N:36]([CH:40]([CH3:42])[CH3:41])[CH:37]([CH3:39])[CH3:38])[CH:20]=2)=[CH:12][CH:11]=1)(C)(C)C.[ClH:50]. Product: [ClH:50].[ClH:50].[NH2:7][CH2:8][CH2:9][C:10]1[CH:15]=[CH:14][C:13]([O:16][CH2:17][CH2:18][C:19]2[CH:24]=[CH:23][C:22]([O:25][CH2:26][C:27]3[CH:28]=[CH:29][CH:30]=[CH:31][CH:32]=3)=[C:21]([C@@H:33]([C:43]3[CH:44]=[CH:45][CH:46]=[CH:47][CH:48]=3)[CH2:34][CH2:35][N:36]([CH:40]([CH3:42])[CH3:41])[CH:37]([CH3:39])[CH3:38])[CH:20]=2)=[CH:12][CH:11]=1. The catalyst class is: 12. (4) Reactant: N[C:2]1[NH:7][C:6](=[O:8])[NH:5][C:4](=[O:9])[CH:3]=1.N1C=CC(=O)NC1=O.[N:18]([O-])=[O:19].[Na+]. Product: [N:18]([C:3]1[C:4](=[O:9])[NH:5][C:6](=[O:8])[NH:7][CH:2]=1)=[O:19]. The catalyst class is: 86. (5) Reactant: C12(CS(O)(=O)=O)C(C)(C)C(CC1)CC2=O.C[O:17][C:18]([C@@H:20]1[CH2:29][C@H:28]2[C@@H:23]([CH2:24][C:25]3[CH:33]=[CH:32][CH:31]=[C:30]([O:34][CH3:35])[C:26]=3[CH2:27]2)[N:22]([CH3:36])[CH2:21]1)=[O:19].C(O)(C)C.[OH-].[Na+].S(=O)(=O)(O)O. Product: [CH3:35][O:34][C:30]1[C:26]2[CH2:27][C@@H:28]3[C@@H:23]([CH2:24][C:25]=2[CH:33]=[CH:32][CH:31]=1)[N:22]([CH3:36])[CH2:21][C@H:20]([C:18]([OH:19])=[O:17])[CH2:29]3. The catalyst class is: 6. (6) Reactant: [I:1]I.C1C=CC(P(C2C=CC=CC=2)C2C=CC=CC=2)=CC=1.N1C=CN=C1.O[CH:28]([C:58]1[O:59][CH:60]=[CH:61][N:62]=1)[CH2:29][C@H:30]1[CH2:41][CH2:40][C:39]2[S:38][C:37]3[N:36]=[CH:35][N:34]=[C:33]([O:42][CH:43]4[CH2:48][CH2:47][CH:46]([N:49]([CH3:57])[C:50](=[O:56])[O:51][C:52]([CH3:55])([CH3:54])[CH3:53])[CH2:45][CH2:44]4)[C:32]=3[C:31]1=2. Product: [I:1][CH:28]([C:58]1[O:59][CH:60]=[CH:61][N:62]=1)[CH2:29][C@H:30]1[CH2:41][CH2:40][C:39]2[S:38][C:37]3[N:36]=[CH:35][N:34]=[C:33]([O:42][CH:43]4[CH2:48][CH2:47][CH:46]([N:49]([CH3:57])[C:50](=[O:56])[O:51][C:52]([CH3:53])([CH3:54])[CH3:55])[CH2:45][CH2:44]4)[C:32]=3[C:31]1=2. The catalyst class is: 4. (7) Reactant: [CH3:1][O:2][C:3]([C:5]1[C:9]([NH:10][S:11]([C:14]2[CH:19]=[CH:18][C:17]([O:20][CH3:21])=[CH:16][CH:15]=2)(=[O:13])=[O:12])=[C:8]([Br:22])[S:7][CH:6]=1)=[O:4].Cl.[N:24]1[CH:29]=[CH:28][CH:27]=[C:26]([CH2:30]Cl)[CH:25]=1.C(=O)([O-])[O-].[K+].[K+]. Product: [CH3:1][O:2][C:3]([C:5]1[C:9]([N:10]([S:11]([C:14]2[CH:19]=[CH:18][C:17]([O:20][CH3:21])=[CH:16][CH:15]=2)(=[O:13])=[O:12])[CH2:30][C:26]2[CH:25]=[N:24][CH:29]=[CH:28][CH:27]=2)=[C:8]([Br:22])[S:7][CH:6]=1)=[O:4]. The catalyst class is: 18.